Dataset: Catalyst prediction with 721,799 reactions and 888 catalyst types from USPTO. Task: Predict which catalyst facilitates the given reaction. (1) Reactant: [OH:1][C:2]1[CH:7]=[C:6]([O:8][CH3:9])[CH:5]=[CH:4][C:3]=1[C:10]([C:12]1[CH:13]=[N:14][C:15]([O:18][CH2:19][CH2:20][C:21]2[N:22]=[C:23]([C:27]3[CH:32]=[CH:31][CH:30]=[CH:29][CH:28]=3)[O:24][C:25]=2[CH3:26])=[CH:16][CH:17]=1)=[O:11].O[C@@H:34]([CH3:41])[C:35]([O:37][CH2:38][CH:39]=[CH2:40])=[O:36].C1(P(C2C=CC=CC=2)C2C=CC=CC=2)C=CC=CC=1.N(C(OCC)=O)=NC(OCC)=O. Product: [CH3:9][O:8][C:6]1[CH:5]=[CH:4][C:3]([C:10]([C:12]2[CH:13]=[N:14][C:15]([O:18][CH2:19][CH2:20][C:21]3[N:22]=[C:23]([C:27]4[CH:28]=[CH:29][CH:30]=[CH:31][CH:32]=4)[O:24][C:25]=3[CH3:26])=[CH:16][CH:17]=2)=[O:11])=[C:2]([CH:7]=1)[O:1][C@H:34]([CH3:41])[C:35]([O:37][CH2:38][CH:39]=[CH2:40])=[O:36]. The catalyst class is: 4. (2) Reactant: [F:1][C:2]1[CH:10]=[CH:9][CH:8]=[C:7]2[C:3]=1[C:4]([CH2:18][N:19]1[C:27]3[N:26]=[CH:25][NH:24][C:23]=3[C:22](=[O:28])[NH:21][C:20]1=[S:29])=[CH:5][N:6]2C(OC(C)(C)C)=O.C1C(I)=C(OC2C=C(I)C(O)=C(I)C=2)C(I)=CC=1C(O)=O. Product: [F:1][C:2]1[CH:10]=[CH:9][CH:8]=[C:7]2[C:3]=1[C:4]([CH2:18][N:19]1[C:27]3[N:26]=[CH:25][NH:24][C:23]=3[C:22](=[O:28])[NH:21][C:20]1=[S:29])=[CH:5][NH:6]2. The catalyst class is: 2.